Dataset: Reaction yield outcomes from USPTO patents with 853,638 reactions. Task: Predict the reaction yield, written as a fraction of the theoretical maximum amount of product (1.0 means a 100% yield; for example, 0.34 means a 34% yield). (1) The reactants are [F:1][C:2]([F:10])([F:9])[CH2:3][CH:4]([OH:8])[CH2:5][NH:6][CH3:7].Br[CH2:12][C:13]1[C:14]([Cl:20])=[N:15][C:16]([Cl:19])=[CH:17][CH:18]=1. The catalyst is CC#N. The product is [Cl:20][C:14]1[C:13]([CH2:12][N:6]([CH3:7])[CH2:5][CH:4]([OH:8])[CH2:3][C:2]([F:10])([F:9])[F:1])=[CH:18][CH:17]=[C:16]([Cl:19])[N:15]=1. The yield is 0.980. (2) The reactants are [Cl:1][C:2]1[C:3]([CH2:8][C:9]#[N:10])=[N:4][CH:5]=[CH:6][CH:7]=1.[H-].[Na+].Cl[CH2:14][CH2:15][N:16]([CH2:20][C:21]1[CH:26]=[CH:25][C:24]([O:27][CH3:28])=[CH:23][CH:22]=1)[CH2:17][CH2:18]Cl.O. The catalyst is CS(C)=O. The product is [Cl:1][C:2]1[C:3]([C:8]2([C:9]#[N:10])[CH2:18][CH2:17][N:16]([CH2:20][C:21]3[CH:22]=[CH:23][C:24]([O:27][CH3:28])=[CH:25][CH:26]=3)[CH2:15][CH2:14]2)=[N:4][CH:5]=[CH:6][CH:7]=1. The yield is 0.600. (3) The product is [CH3:1][O:2][C:3]1[C:8]([C:9]2[CH:14]=[CH:13][C:12]([O:15][CH3:16])=[CH:11][CH:10]=2)=[CH:7][C:6]([CH2:17][NH:18][CH:19]([C:21]2[CH:22]=[CH:27][CH:26]=[C:25]3[C:30]=2[CH:29]=[CH:28][N:24]3[CH3:23])[CH3:20])=[CH:5][CH:4]=1. No catalyst specified. The yield is 0.740. The reactants are [CH3:1][O:2][C:3]1[C:8]([C:9]2[CH:14]=[CH:13][C:12]([O:15][CH3:16])=[CH:11][CH:10]=2)=[CH:7][C:6]([CH2:17][NH:18][CH:19]([C:21]2[C:30]3[C:25](=[CH:26][CH:27]=[CH:28][CH:29]=3)[N:24]=[CH:23][CH:22]=2)[CH3:20])=[CH:5][CH:4]=1.CN1C2C(=C(C(N)C)C=CC=2)C=C1.COC1C(C2C=CC(OC)=CC=2)=CC(C=O)=CC=1.C([BH3-])#N.[Na+].